The task is: Predict which catalyst facilitates the given reaction.. This data is from Catalyst prediction with 721,799 reactions and 888 catalyst types from USPTO. (1) Reactant: Cl[P:2]([CH:6]([CH3:8])[CH3:7])[CH:3]([CH3:5])[CH3:4].[Li].Cl[CH2:11][C:12]1[CH:17]=[CH:16][CH:15]=[C:14]([CH2:18]Cl)[N:13]=1. Product: [CH:3]([P:2]([CH2:11][C:12]1[CH:17]=[CH:16][CH:15]=[C:14]([CH2:18][P:2]([CH:6]([CH3:8])[CH3:7])[CH:3]([CH3:5])[CH3:4])[N:13]=1)[CH:6]([CH3:8])[CH3:7])([CH3:5])[CH3:4]. The catalyst class is: 7. (2) Reactant: [Cl:1][C:2]1[CH:3]=[C:4]([CH:31]=[CH:32][C:33]=1[O:34][CH3:35])[CH2:5][NH:6][C:7]1[C:12]([C:13]([NH:15][CH2:16][CH2:17][N:18]2[CH2:23][CH2:22][NH:21][CH2:20][CH2:19]2)=[O:14])=[CH:11][N:10]=[C:9]([N:24]2[CH2:30][CH2:29][C:26]3([CH2:28][CH2:27]3)[CH2:25]2)[N:8]=1.C=O.[BH4-].[Na+].[CH2:40](Cl)Cl. Product: [Cl:1][C:2]1[CH:3]=[C:4]([CH:31]=[CH:32][C:33]=1[O:34][CH3:35])[CH2:5][NH:6][C:7]1[C:12]([C:13]([NH:15][CH2:16][CH2:17][N:18]2[CH2:19][CH2:20][N:21]([CH3:40])[CH2:22][CH2:23]2)=[O:14])=[CH:11][N:10]=[C:9]([N:24]2[CH2:30][CH2:29][C:26]3([CH2:27][CH2:28]3)[CH2:25]2)[N:8]=1. The catalyst class is: 5. (3) Reactant: C(OC([N:8]1[C:16]2[C:11](=[CH:12][CH:13]=[CH:14][CH:15]=2)[CH:10]=[C:9]1[C:17]1[CH:22]=[CH:21][C:20]([Cl:23])=[C:19]([NH:24][S:25]([C:28]2[CH:33]=[CH:32][CH:31]=[CH:30][CH:29]=2)(=[O:27])=[O:26])[CH:18]=1)=O)(C)(C)C. Product: [Cl:23][C:20]1[CH:21]=[CH:22][C:17]([C:9]2[NH:8][C:16]3[C:11]([CH:10]=2)=[CH:12][CH:13]=[CH:14][CH:15]=3)=[CH:18][C:19]=1[NH:24][S:25]([C:28]1[CH:33]=[CH:32][CH:31]=[CH:30][CH:29]=1)(=[O:27])=[O:26]. The catalyst class is: 67. (4) Reactant: [CH3:1][C:2]1[CH:3]=[C:4]([CH:7]=[C:8]([CH3:11])[C:9]=1[OH:10])[CH2:5][OH:6].C1C=CC(N([S:19]([C:22]([F:25])([F:24])[F:23])(=[O:21])=[O:20])[S:19]([C:22]([F:25])([F:24])[F:23])(=[O:21])=[O:20])=CC=1. Product: [CH3:1][C:2]1[CH:3]=[C:4]([CH:7]=[C:8]([CH3:11])[C:9]=1[O:10][S:19]([C:22]([F:25])([F:24])[F:23])(=[O:21])=[O:20])[CH:5]=[O:6]. The catalyst class is: 2. (5) Reactant: C([O:4][C@H:5]1[C@H:10]([O:11]C(=O)C)[C@@H:9]([CH2:15][O:16][C:17]2[CH:18]=[CH:19][C:20]3[C:32](=[O:33])[C:31]4[C:30]5[C:25](=[CH:26][C:27]([Br:34])=[CH:28][CH:29]=5)[NH:24][C:23]=4[C:22]([CH3:36])([CH3:35])[C:21]=3[CH:37]=2)[O:8][C@H:7]([O:38][CH3:39])[C@@H:6]1[O:40]C(=O)C)(=O)C.N. Product: [Br:34][C:27]1[CH:26]=[C:25]2[C:30]([C:31]3[C:32](=[O:33])[C:20]4[CH:19]=[CH:18][C:17]([O:16][CH2:15][C@@H:9]5[C@@H:10]([OH:11])[C@H:5]([OH:4])[C@@H:6]([OH:40])[C@@H:7]([O:38][CH3:39])[O:8]5)=[CH:37][C:21]=4[C:22]([CH3:36])([CH3:35])[C:23]=3[NH:24]2)=[CH:29][CH:28]=1. The catalyst class is: 5. (6) Reactant: OC1CC[C:9]2[C:4](=[CH:5][CH:6]=[CH:7][CH:8]=2)C1=O.O[CH:14]1[CH2:22][C:21]2[C:16](=[CH:17][CH:18]=[CH:19][CH:20]=2)[C:15]1=[O:23].C(Br)[CH:25]=[CH2:26].C([O-])([O-])=O.[Cs+].[Cs+].C[N:35](C=O)C. Product: [CH3:26][CH2:25][N:35]([C:9]1[CH:8]=[CH:7][CH:6]=[CH:5][CH:4]=1)[CH2:22][CH3:14].[C:15]1(=[O:23])[C:16]2[C:21](=[CH:20][CH:19]=[CH:18][CH:17]=2)[CH2:22][CH2:14]1. The catalyst class is: 28.